This data is from Forward reaction prediction with 1.9M reactions from USPTO patents (1976-2016). The task is: Predict the product of the given reaction. (1) The product is: [F:9][C:10]1[CH:15]=[CH:14][CH:13]=[CH:12][C:11]=1[C:16](=[N:2][OH:3])[CH2:17][O:18][CH:19]([CH:24]=[CH2:25])[C:20]([F:23])([F:22])[F:21]. Given the reactants Cl.[NH2:2][OH:3].C([O-])(=O)C.[Na+].[F:9][C:10]1[CH:15]=[CH:14][CH:13]=[CH:12][C:11]=1[C:16](=O)[CH2:17][O:18][CH:19]([CH:24]=[CH2:25])[C:20]([F:23])([F:22])[F:21], predict the reaction product. (2) The product is: [CH:58]1([N:54]2[CH2:55][CH2:56][CH2:57][N:51]([C:49]([CH:47]3[CH2:46][N:45]([C:8]([C:5]4[CH:6]=[N:7][C:2]([CH3:1])=[N:3][CH:4]=4)=[O:10])[CH2:48]3)=[O:50])[CH2:52][CH2:53]2)[CH2:61][CH2:60][CH2:59]1. Given the reactants [CH3:1][C:2]1[N:7]=[CH:6][C:5]([C:8]([OH:10])=O)=[CH:4][N:3]=1.C1C=CC2N(O)N=NC=2C=1.CN(C(ON1N=NC2C=CC=CC1=2)=[N+](C)C)C.F[P-](F)(F)(F)(F)F.[NH:45]1[CH2:48][CH:47]([C:49]([N:51]2[CH2:57][CH2:56][CH2:55][N:54]([CH:58]3[CH2:61][CH2:60][CH2:59]3)[CH2:53][CH2:52]2)=[O:50])[CH2:46]1, predict the reaction product. (3) Given the reactants [N:1]1[CH:6]=[CH:5][CH:4]=[C:3]([O:7][C:8]2[CH:9]=[C:10]([CH:14]=[CH:15][CH:16]=2)[C:11]([OH:13])=O)[CH:2]=1.[NH2:17][C@@H:18]1[C@H:22]2[O:23][CH2:24][C@H:25]([NH:26][C:27]([CH:29]3[CH2:31][CH2:30]3)=[O:28])[C@H:21]2[O:20][CH2:19]1, predict the reaction product. The product is: [CH:29]1([C:27]([NH:26][C@@H:25]2[C@H:21]3[O:20][CH2:19][C@H:18]([NH:17][C:11](=[O:13])[C:10]4[CH:14]=[CH:15][CH:16]=[C:8]([O:7][C:3]5[CH:2]=[N:1][CH:6]=[CH:5][CH:4]=5)[CH:9]=4)[C@H:22]3[O:23][CH2:24]2)=[O:28])[CH2:30][CH2:31]1. (4) Given the reactants [Cl:1][C:2]1[CH:3]=[C:4]([CH:33]=[CH:34][C:35]=1[Cl:36])[O:5][CH:6]1[CH2:11][CH2:10][N:9]([CH2:12][CH:13]2[CH2:18][CH2:17][N:16]([C@@H:19]([CH2:24][C:25]3[CH:30]=[CH:29][CH:28]=[CH:27][C:26]=3[O:31]C)[C:20]([O:22][CH3:23])=[O:21])[CH2:15][CH2:14]2)[CH2:8][CH2:7]1.B(Br)(Br)Br, predict the reaction product. The product is: [Cl:1][C:2]1[CH:3]=[C:4]([CH:33]=[CH:34][C:35]=1[Cl:36])[O:5][CH:6]1[CH2:7][CH2:8][N:9]([CH2:12][CH:13]2[CH2:18][CH2:17][N:16]([C@@H:19]([CH2:24][C:25]3[CH:30]=[CH:29][CH:28]=[CH:27][C:26]=3[OH:31])[C:20]([O:22][CH3:23])=[O:21])[CH2:15][CH2:14]2)[CH2:10][CH2:11]1.